Task: Predict the reaction yield, written as a fraction of the theoretical maximum amount of product (1.0 means a 100% yield; for example, 0.34 means a 34% yield).. Dataset: Reaction yield outcomes from USPTO patents with 853,638 reactions (1) The reactants are Br[CH2:2][C:3]([C:5]12[CH2:14][CH:9]3[CH2:10][CH:11]([CH2:13][CH:7]([CH2:8]3)[CH2:6]1)[CH2:12]2)=[O:4].[SH:15][C:16]1[CH:21]=[CH:20][C:19]([NH:22][C:23](=[O:25])[CH3:24])=[CH:18][CH:17]=1.C(N(CC)CC)C.ClC1C=CC=CC=1C(Cl)(C1C=CC=CC=1)C1C=CC=CC=1. The catalyst is C(#N)C. The product is [C:5]12([C:3](=[O:4])[CH2:2][S:15][C:16]3[CH:17]=[CH:18][C:19]([NH:22][C:23](=[O:25])[CH3:24])=[CH:20][CH:21]=3)[CH2:14][CH:9]3[CH2:10][CH:11]([CH2:13][CH:7]([CH2:8]3)[CH2:6]1)[CH2:12]2. The yield is 0.780. (2) The reactants are C1C2C(COC([NH:18][C:19]([CH3:69])([C:21]([NH:23][C@H:24]([C:28]([N:30]([C@@H:32]([C@@H:65]([CH3:68])[CH2:66][CH3:67])[C@H:33]([O:63][CH3:64])[CH2:34][C:35]([N:37]3[CH2:41][CH2:40][CH2:39][C@H:38]3[C@H:42]([O:61][CH3:62])[C@@H:43]([CH3:60])[C:44](=[O:59])[NH:45][C@H:46]([C:54]3[S:55][CH:56]=[CH:57][N:58]=3)[CH2:47][C:48]3[CH:53]=[CH:52][CH:51]=[CH:50][CH:49]=3)=[O:36])[CH3:31])=[O:29])[CH:25]([CH3:27])[CH3:26])=[O:22])[CH3:20])=O)C3C(=CC=CC=3)C=2C=CC=1. The catalyst is ClCCl. The product is [CH3:20][C:19]([C:21]([NH:23][C@H:24]([C:28]([N:30]([C@@H:32]([C@@H:65]([CH3:68])[CH2:66][CH3:67])[C@H:33]([O:63][CH3:64])[CH2:34][C:35]([N:37]1[CH2:41][CH2:40][CH2:39][C@H:38]1[C@H:42]([O:61][CH3:62])[C@@H:43]([CH3:60])[C:44](=[O:59])[NH:45][C@H:46]([C:54]1[S:55][CH:56]=[CH:57][N:58]=1)[CH2:47][C:48]1[CH:53]=[CH:52][CH:51]=[CH:50][CH:49]=1)=[O:36])[CH3:31])=[O:29])[CH:25]([CH3:27])[CH3:26])=[O:22])([CH3:69])[NH2:18]. The yield is 0.750. (3) The reactants are [C:1]([O:5][C:6]([N:8]1[CH2:17][CH2:16][C:15]2[C:10](=[C:11]([CH2:37][CH2:38][C:39]([O:41]C)=[O:40])[CH:12]=[CH:13][C:14]=2[O:18][CH:19]([C:21]2[O:25][C:24]([C:26]3[CH:31]=[CH:30][C:29]([C:32]([F:35])([F:34])[F:33])=[CH:28][CH:27]=3)=[N:23][C:22]=2[CH3:36])[CH3:20])[CH2:9]1)=[O:7])([CH3:4])([CH3:3])[CH3:2].CO.[Li+].[OH-].[Cl-].[NH4+]. The catalyst is C1COCC1. The product is [C:1]([O:5][C:6]([N:8]1[CH2:17][CH2:16][C:15]2[C:10](=[C:11]([CH2:37][CH2:38][C:39]([OH:41])=[O:40])[CH:12]=[CH:13][C:14]=2[O:18][CH:19]([C:21]2[O:25][C:24]([C:26]3[CH:27]=[CH:28][C:29]([C:32]([F:33])([F:35])[F:34])=[CH:30][CH:31]=3)=[N:23][C:22]=2[CH3:36])[CH3:20])[CH2:9]1)=[O:7])([CH3:2])([CH3:3])[CH3:4]. The yield is 0.810. (4) The reactants are [NH2:1][CH:2]1[CH2:7][CH2:6][N:5]([C:8]([O:10][C:11]([CH3:14])([CH3:13])[CH3:12])=[O:9])[CH2:4][CH2:3]1.[C:15](Cl)(Cl)=[O:16].[C:19]1(C)[CH:24]=[CH:23][CH:22]=[CH:21][CH:20]=1. The catalyst is ClCCl.C(=O)(O)[O-].[Na+].C(OCC)(=O)C. The product is [CH2:11]([O:10][C:15](=[O:16])[CH2:4][N:5]([C:19]1[CH:20]=[CH:21][CH:22]=[CH:23][CH:24]=1)[C:8](=[O:9])[NH:1][CH:2]1[CH2:3][CH2:4][N:5]([C:8]([O:10][C:11]([CH3:14])([CH3:13])[CH3:12])=[O:9])[CH2:6][CH2:7]1)[CH3:12]. The yield is 0.630. (5) The reactants are [C:1]([O:5][C:6]([N:8]1[CH2:13][CH2:12][CH:11]([OH:14])[CH2:10][CH2:9]1)=[O:7])([CH3:4])([CH3:3])[CH3:2].C[N+]1([O-])CCOCC1. The catalyst is C(Cl)Cl.CCC[N+](CCC)(CCC)CCC.[O-][Ru](=O)(=O)=O. The product is [C:1]([O:5][C:6]([N:8]1[CH2:9][CH2:10][C:11](=[O:14])[CH2:12][CH2:13]1)=[O:7])([CH3:4])([CH3:2])[CH3:3]. The yield is 0.890. (6) The catalyst is C1COCC1. The yield is 0.750. The reactants are [CH3:1][C:2]1([CH3:9])[CH2:7][CH2:6][C:5](=[O:8])[CH2:4][CH2:3]1.[C:10](=O)([O:13]C)[O:11][CH3:12].[H-].[Na+].CO. The product is [OH:8][C:5]1[CH2:6][CH2:7][C:2]([CH3:9])([CH3:1])[CH2:3][C:4]=1[C:10]([O:11][CH3:12])=[O:13].